This data is from Reaction yield outcomes from USPTO patents with 853,638 reactions. The task is: Predict the reaction yield, written as a fraction of the theoretical maximum amount of product (1.0 means a 100% yield; for example, 0.34 means a 34% yield). (1) The reactants are C(N(CC)CC)C.[CH3:8][C@H:9]1[C:17]2[C:16]([N:18]3[CH2:23][CH2:22][N:21]([C:24]([O:26][C:27]([CH3:30])([CH3:29])[CH3:28])=[O:25])[CH2:20][CH2:19]3)=[N:15][CH:14]=[N:13][C:12]=2[C:11](=[O:31])[CH2:10]1.O[C@H]1C2N=CN=C(N3CCN(C(OC(C)(C)C)=O)CC3)C=2[C@H](C)C1. The catalyst is C(Cl)Cl. The product is [OH:31][C@@H:11]1[C:12]2[N:13]=[CH:14][N:15]=[C:16]([N:18]3[CH2:23][CH2:22][N:21]([C:24]([O:26][C:27]([CH3:30])([CH3:29])[CH3:28])=[O:25])[CH2:20][CH2:19]3)[C:17]=2[C@H:9]([CH3:8])[CH2:10]1. The yield is 0.953. (2) The product is [Cl:16][CH2:17][C:18]([C:4]1[CH:5]=[CH:6][CH:7]=[C:2]([F:1])[C:3]=1[F:8])=[O:19]. The catalyst is [Cl-].[Zn+2].[Cl-].[Cu]Cl.C1COCC1. The reactants are [F:1][C:2]1[CH:7]=[CH:6][CH:5]=[CH:4][C:3]=1[F:8].C([Li])CCCCC.[Cl:16][CH2:17][C:18](Cl)=[O:19]. The yield is 0.710.